Dataset: Full USPTO retrosynthesis dataset with 1.9M reactions from patents (1976-2016). Task: Predict the reactants needed to synthesize the given product. (1) The reactants are: [CH3:1][O:2][C:3](=[O:11])[C:4](=[CH2:10])[CH2:5][C:6](OC)=[O:7].[NH3:12]. Given the product [O:7]=[C:6]1[NH:12][CH2:10][CH:4]([C:3]([O:2][CH3:1])=[O:11])[CH2:5]1, predict the reactants needed to synthesize it. (2) Given the product [Cl:33][CH2:34][C:35]([NH:36][C:21]([CH3:22])([CH2:20][CH2:19][C:10]1[C:11]([OH:18])=[CH:12][C:13]([OH:17])=[C:14]2[C:9]=1[O:8][C:7]([C:25]1[CH:26]=[CH:27][C:28]([O:31][CH3:32])=[CH:29][CH:30]=1)=[C:6]([OH:5])[C:15]2=[O:16])[CH3:23])=[O:3], predict the reactants needed to synthesize it. The reactants are: C(O)(=[O:3])C.[OH:5][C:6]1[C:15](=[O:16])[C:14]2[C:9](=[C:10]([CH2:19][CH2:20][C:21](O)([CH3:23])[CH3:22])[C:11]([OH:18])=[CH:12][C:13]=2[OH:17])[O:8][C:7]=1[C:25]1[CH:30]=[CH:29][C:28]([O:31][CH3:32])=[CH:27][CH:26]=1.[Cl:33][CH2:34][C:35]#[N:36].S(=O)(=O)(O)O.C([O-])(O)=O.[Na+]. (3) Given the product [CH2:11]=[C:12]([C:2]1[CH:3]=[C:4]([C:7]([O:9][CH3:10])=[O:8])[NH:5][CH:6]=1)[CH3:16], predict the reactants needed to synthesize it. The reactants are: I[C:2]1[CH:3]=[C:4]([C:7]([O:9][CH3:10])=[O:8])[NH:5][CH:6]=1.[CH3:11][C:12]1(C)[C:16](C)(C)OB(C(C)=C)O1.P([O-])([O-])([O-])=O.[K+].[K+].[K+]. (4) Given the product [CH:1]([O:4][C:5]1[CH:6]=[CH:7][C:8]([CH2:11][C:12]2[C:13]([O:18][C@@H:28]3[O:29][C@H:24]([CH2:23][O:22][C:20](=[O:21])[CH3:19])[C@@H:25]([O:39][C:40](=[O:41])[CH3:42])[C@H:26]([O:35][C:36](=[O:37])[CH3:38])[C@H:27]3[O:31][C:32](=[O:33])[CH3:34])=[N:14][NH:15][C:16]=2[CH3:17])=[CH:9][CH:10]=1)([CH3:3])[CH3:2], predict the reactants needed to synthesize it. The reactants are: [CH:1]([O:4][C:5]1[CH:10]=[CH:9][C:8]([CH2:11][C:12]2[C:13](=[O:18])[NH:14][NH:15][C:16]=2[CH3:17])=[CH:7][CH:6]=1)([CH3:3])[CH3:2].[CH3:19][C:20]([O:22][CH2:23][C@H:24]1[O:29][C@H:28](Br)[C@H:27]([O:31][C:32]([CH3:34])=[O:33])[C@@H:26]([O:35][C:36]([CH3:38])=[O:37])[C@@H:25]1[O:39][C:40]([CH3:42])=[O:41])=[O:21]. (5) Given the product [CH:23]1([N:18]2[CH2:17][C:16]3([CH2:26][CH2:27][N:13]([CH:8]([C:5]4[CH:6]=[CH:7][C:2]([C:37]5[CH:46]=[C:45]6[C:40]([CH:41]=[CH:42][CH:43]=[N:44]6)=[CH:39][CH:38]=5)=[CH:3][C:4]=4[F:28])[C:9]([NH:11][CH3:12])=[O:10])[CH2:14][CH2:15]3)[O:21][CH2:20][C:19]2=[O:22])[CH2:25][CH2:24]1, predict the reactants needed to synthesize it. The reactants are: Br[C:2]1[CH:7]=[CH:6][C:5]([CH:8]([N:13]2[CH2:27][CH2:26][C:16]3([O:21][CH2:20][C:19](=[O:22])[N:18]([CH:23]4[CH2:25][CH2:24]4)[CH2:17]3)[CH2:15][CH2:14]2)[C:9]([NH:11][CH3:12])=[O:10])=[C:4]([F:28])[CH:3]=1.CC1(C)C(C)(C)OB([C:37]2[CH:46]=[C:45]3[C:40]([CH:41]=[CH:42][CH:43]=[N:44]3)=[CH:39][CH:38]=2)O1.C(=O)([O-])[O-].[K+].[K+]. (6) The reactants are: [F:1][C:2]1[CH:38]=[CH:37][C:5]([CH2:6][O:7][C:8]2[C:17]3[C:16]([CH3:19])([CH3:18])[CH2:15][CH2:14][C:13]([CH3:21])([CH3:20])[C:12]=3[CH:11]=[C:10]([C:22]([C:24]3[CH:25]=[C:26]4[C:31](=[CH:32][CH:33]=3)[CH:30]=[C:29]([C:34]([O-:36])=[O:35])[CH:28]=[CH:27]4)=[O:23])[CH:9]=2)=[CH:4][CH:3]=1.[BH4-].[Na+].[Cl-].[NH4+]. Given the product [F:1][C:2]1[CH:38]=[CH:37][C:5]([CH2:6][O:7][C:8]2[C:17]3[C:16]([CH3:19])([CH3:18])[CH2:15][CH2:14][C:13]([CH3:20])([CH3:21])[C:12]=3[CH:11]=[C:10]([CH:22]([C:24]3[CH:25]=[C:26]4[C:31](=[CH:32][CH:33]=3)[CH:30]=[C:29]([C:34]([OH:36])=[O:35])[CH:28]=[CH:27]4)[OH:23])[CH:9]=2)=[CH:4][CH:3]=1, predict the reactants needed to synthesize it. (7) Given the product [Cl:1][C:2]1[N:3]=[CH:4][C:5]2[N:11]([CH3:24])[C:10](=[O:12])[C:9]([CH2:14][CH3:15])([F:13])[CH2:8][N:7]([CH:16]3[CH2:17][CH2:18][CH2:19][CH2:20]3)[C:6]=2[N:21]=1, predict the reactants needed to synthesize it. The reactants are: [Cl:1][C:2]1[N:3]=[CH:4][C:5]2[NH:11][C:10](=[O:12])[C:9]([CH2:14][CH3:15])([F:13])[CH2:8][N:7]([CH:16]3[CH2:20][CH2:19][CH2:18][CH2:17]3)[C:6]=2[N:21]=1.[H-].[Na+].[CH3:24]I. (8) Given the product [NH:26]1[CH2:25][CH:24]([CH2:23][C:15]2[N:16]([CH2:21][CH3:22])[C:17]3[C:13]([N:14]=2)=[C:12]([NH:11][C@H:8]2[CH2:9][CH2:10][N:6]([C:4]([CH:1]4[CH2:2][CH2:3]4)=[O:5])[CH2:7]2)[N:20]=[CH:19][N:18]=3)[CH2:27]1.[C:35]([OH:41])([C:37]([F:40])([F:39])[F:38])=[O:36], predict the reactants needed to synthesize it. The reactants are: [CH:1]1([C:4]([N:6]2[CH2:10][CH2:9][C@H:8]([NH:11][C:12]3[N:20]=[CH:19][N:18]=[C:17]4[C:13]=3[N:14]=[C:15]([CH2:23][CH:24]3[CH2:27][N:26](C(OC(C)(C)C)=O)[CH2:25]3)[N:16]4[CH2:21][CH3:22])[CH2:7]2)=[O:5])[CH2:3][CH2:2]1.[C:35]([OH:41])([C:37]([F:40])([F:39])[F:38])=[O:36]. (9) Given the product [CH2:38]([S:35]([N:32]1[CH2:31][CH2:30][CH:29]([C:20]2[C:19]3[C:23](=[C:24]([C:26]([NH2:28])=[O:27])[CH:25]=[C:17]([C:9]4[S:10][C:6]([CH2:5][NH:4][CH2:3][C@@H:2]([CH3:1])[CH2:14][CH3:15])=[CH:7][CH:8]=4)[CH:18]=3)[NH:22][CH:21]=2)[CH2:34][CH2:33]1)(=[O:37])=[O:36])[CH3:39], predict the reactants needed to synthesize it. The reactants are: [CH3:1][C@@H:2]([CH2:14][CH3:15])[CH2:3][NH:4][CH2:5][C:6]1[S:10][C:9](B(O)O)=[CH:8][CH:7]=1.Br[C:17]1[CH:18]=[C:19]2[C:23](=[C:24]([C:26]([NH2:28])=[O:27])[CH:25]=1)[NH:22][CH:21]=[C:20]2[CH:29]1[CH2:34][CH2:33][N:32]([S:35]([CH2:38][CH3:39])(=[O:37])=[O:36])[CH2:31][CH2:30]1.C([O-])([O-])=O.[K+].[K+]. (10) Given the product [CH3:46][NH:45][C@H:35]([C:34]([NH:33][C@H:28]([C:26]([N:25]([C@@H:21]([CH:22]([CH3:24])[CH3:23])/[CH:19]=[CH:7]/[S:8]([O:11][CH2:12][CH3:13])(=[O:9])=[O:10])[CH3:48])=[O:27])[C:29]([CH3:30])([CH3:31])[CH3:32])=[O:47])[C:36]([CH3:37])([CH3:44])[C:38]1[CH:43]=[CH:42][CH:41]=[CH:40][CH:39]=1, predict the reactants needed to synthesize it. The reactants are: C(P([CH2:7][S:8]([O:11][CH2:12][CH3:13])(=[O:10])=[O:9])(CC)=O)C.C([Li])CCC.[CH:19]([CH:21]([N:25]([CH3:48])[C:26]([CH:28]([NH:33][C:34](=[O:47])[CH:35]([NH:45][CH3:46])[C:36]([CH3:44])([C:38]1[CH:43]=[CH:42][CH:41]=[CH:40][CH:39]=1)[CH3:37])[C:29]([CH3:32])([CH3:31])[CH3:30])=[O:27])[CH:22]([CH3:24])[CH3:23])=O.